This data is from Peptide-MHC class I binding affinity with 185,985 pairs from IEDB/IMGT. The task is: Regression. Given a peptide amino acid sequence and an MHC pseudo amino acid sequence, predict their binding affinity value. This is MHC class I binding data. (1) The peptide sequence is SARNKLFKR. The binding affinity (normalized) is 0.200. The MHC is HLA-A11:01 with pseudo-sequence HLA-A11:01. (2) The peptide sequence is SAFNDDGIYI. The MHC is HLA-A02:02 with pseudo-sequence HLA-A02:02. The binding affinity (normalized) is 0.671. (3) The peptide sequence is TTIPTNLFR. The MHC is HLA-C04:01 with pseudo-sequence HLA-C04:01. The binding affinity (normalized) is 0.213. (4) The peptide sequence is NASKTINALV. The MHC is HLA-A02:02 with pseudo-sequence HLA-A02:02. The binding affinity (normalized) is 0.386. (5) The binding affinity (normalized) is 0. The MHC is Mamu-A07 with pseudo-sequence Mamu-A07. The peptide sequence is KRLRLIHL. (6) The peptide sequence is FLSFASLFL. The MHC is HLA-C03:03 with pseudo-sequence HLA-C03:03. The binding affinity (normalized) is 0.851. (7) The peptide sequence is FPREGVFVF. The MHC is HLA-A02:01 with pseudo-sequence HLA-A02:01. The binding affinity (normalized) is 0.